Dataset: Cav3 T-type calcium channel HTS with 100,875 compounds. Task: Binary Classification. Given a drug SMILES string, predict its activity (active/inactive) in a high-throughput screening assay against a specified biological target. (1) The compound is O(c1cc(CCN2C(=O)/C(C(=O)NC2=O)=C\NCc2cccnc2)ccc1OC)C. The result is 0 (inactive). (2) The molecule is O1C(OCC)C(C(C2CC2)C=C1C(=O)Nc1ccccc1)CCCO. The result is 0 (inactive).